Dataset: Forward reaction prediction with 1.9M reactions from USPTO patents (1976-2016). Task: Predict the product of the given reaction. (1) Given the reactants [CH:1]1([CH:6]([N:10]2[CH:14]=[C:13]([C:15]3[C:16]4[CH:23]=[CH:22][N:21](COCC[Si](C)(C)C)[C:17]=4[N:18]=[CH:19][N:20]=3)[CH:12]=[N:11]2)[CH2:7][CH:8]=[CH2:9])[CH2:5][CH2:4][CH2:3][CH2:2]1.[C:32]([OH:38])([C:34]([F:37])([F:36])[F:35])=[O:33], predict the reaction product. The product is: [F:35][C:34]([F:37])([F:36])[C:32]([OH:38])=[O:33].[CH:1]1([CH:6]([N:10]2[CH:14]=[C:13]([C:15]3[C:16]4[CH:23]=[CH:22][NH:21][C:17]=4[N:18]=[CH:19][N:20]=3)[CH:12]=[N:11]2)[CH2:7][CH:8]=[CH2:9])[CH2:5][CH2:4][CH2:3][CH2:2]1. (2) Given the reactants [CH:1]1([NH:6][CH2:7][C:8]([OH:10])=[O:9])[CH2:5][CH2:4][CH2:3][CH2:2]1.S(Cl)([Cl:13])=O.[CH3:15][CH2:16]O, predict the reaction product. The product is: [ClH:13].[CH2:15]([O:9][C:8](=[O:10])[CH2:7][NH:6][CH:1]1[CH2:5][CH2:4][CH2:3][CH2:2]1)[CH3:16]. (3) Given the reactants [Cl:1][C:2]1[CH:7]=[CH:6][CH:5]=[C:4]([Cl:8])[C:3]=1[C:9]1[N:26]([CH2:27][CH:28]2[CH2:33][CH2:32][CH2:31][NH:30][CH2:29]2)[C:12]2[N:13]=[C:14]([NH:17][CH2:18][C:19]3[CH:20]=[C:21](O)[CH:22]=[CH:23][CH:24]=3)[N:15]=[CH:16][C:11]=2[CH:10]=1.C(NC1N=CC2C=C(C3C(Cl)=CC=CC=3Cl)N(C[C@@H]3CCCN(C(OC(C)(C)C)=O)C3)C=2N=1)C1C=CC=CC=1, predict the reaction product. The product is: [CH2:18]([NH:17][C:14]1[N:15]=[CH:16][C:11]2[CH:10]=[C:9]([C:3]3[C:4]([Cl:8])=[CH:5][CH:6]=[CH:7][C:2]=3[Cl:1])[N:26]([CH2:27][C@@H:28]3[CH2:33][CH2:32][CH2:31][NH:30][CH2:29]3)[C:12]=2[N:13]=1)[C:19]1[CH:24]=[CH:23][CH:22]=[CH:21][CH:20]=1. (4) Given the reactants [C:1]1([S:7](Cl)(=[O:9])=[O:8])[CH:6]=[CH:5][CH:4]=[CH:3][CH:2]=1.CCN(C(C)C)C(C)C.[Cl:20][C:21]1[CH:22]=[C:23]([CH:25]=[C:26]([Cl:28])[CH:27]=1)[NH2:24], predict the reaction product. The product is: [Cl:20][C:21]1[CH:22]=[C:23]([NH:24][S:7]([C:1]2[CH:6]=[CH:5][CH:4]=[CH:3][CH:2]=2)(=[O:9])=[O:8])[CH:25]=[C:26]([Cl:28])[CH:27]=1. (5) Given the reactants [C:1]1([O:9][CH3:10])[C:2](=[CH:5][CH:6]=[CH:7][CH:8]=1)[O:3][CH3:4].[Li]CCCC.[F:16][C:17]1[CH:22]=[CH:21][C:20]([CH2:23][CH2:24][N:25]2[CH2:30][CH2:29][CH:28]([CH:31]=[O:32])[CH2:27][CH2:26]2)=[CH:19][CH:18]=1, predict the reaction product. The product is: [CH3:4][O:3][C:2]1[C:1]([O:9][CH3:10])=[CH:8][CH:7]=[CH:6][C:5]=1[CH:31]([CH:28]1[CH2:29][CH2:30][N:25]([CH2:24][CH2:23][C:20]2[CH:21]=[CH:22][C:17]([F:16])=[CH:18][CH:19]=2)[CH2:26][CH2:27]1)[OH:32]. (6) Given the reactants C1COCC1.BrC1C=CC(C)=NC=1.[CH3:14][C:15]1[CH:20]=[CH:19][C:18]([C:21]#[C:22][Si](C)(C)C)=[CH:17][N:16]=1.C(=O)([O-])[O-].[K+].[K+], predict the reaction product. The product is: [C:21]([C:18]1[CH:19]=[CH:20][C:15]([CH3:14])=[N:16][CH:17]=1)#[CH:22]. (7) Given the reactants [Cl:1][C:2]1[N:10]([CH2:11][O:12][CH2:13][CH2:14][Si:15]([CH3:18])([CH3:17])[CH3:16])[C:9]2[C:4](=[N:5][C:6]([C:20]3[CH:25]=[CH:24][C:23]([C:26]4([CH2:29]O)[CH2:28][CH2:27]4)=[CH:22][CH:21]=3)=[C:7]([Cl:19])[CH:8]=2)[CH:3]=1.C1(P(C2C=CC=CC=2)C2C=CC=CC=2)C=CC=CC=1.N1C=CN=C1.[I:55]I, predict the reaction product. The product is: [Cl:1][C:2]1[N:10]([CH2:11][O:12][CH2:13][CH2:14][Si:15]([CH3:18])([CH3:17])[CH3:16])[C:9]2[C:4](=[N:5][C:6]([C:20]3[CH:25]=[CH:24][C:23]([C:26]4([CH2:29][I:55])[CH2:28][CH2:27]4)=[CH:22][CH:21]=3)=[C:7]([Cl:19])[CH:8]=2)[CH:3]=1. (8) Given the reactants [N+:1]([C:4]1[C:5]([CH2:14][OH:15])=[C:6]2[C:11](=[CH:12][CH:13]=1)[N:10]=[CH:9][CH:8]=[CH:7]2)([O-])=O.O, predict the reaction product. The product is: [NH2:1][C:4]1[C:5]([CH2:14][OH:15])=[C:6]2[C:11](=[CH:12][CH:13]=1)[N:10]=[CH:9][CH:8]=[CH:7]2. (9) Given the reactants [F:1][C:2]1[C:7](I)=[CH:6][CH:5]=[CH:4][N:3]=1.[CH:9]1([B-](F)(F)F)[CH2:11][CH2:10]1.[K+].C1(P(C2CCCCC2)C2CCCCC2)CCCCC1.P([O-])([O-])([O-])=O.[K+].[K+].[K+], predict the reaction product. The product is: [CH:9]1([C:7]2[C:2]([F:1])=[N:3][CH:4]=[CH:5][CH:6]=2)[CH2:11][CH2:10]1. (10) Given the reactants C(OC(=O)[NH:7][C@H:8]([C:10]1[N:18]([C:19]2[CH:24]=[CH:23][CH:22]=[C:21]([Cl:25])[CH:20]=2)[C:13]2=[N:14][CH:15]=[CH:16][CH:17]=[C:12]2[N:11]=1)[CH3:9])(C)(C)C.C(O)(C(F)(F)F)=O, predict the reaction product. The product is: [Cl:25][C:21]1[CH:20]=[C:19]([N:18]2[C:13]3=[N:14][CH:15]=[CH:16][CH:17]=[C:12]3[N:11]=[C:10]2[C@@H:8]([NH2:7])[CH3:9])[CH:24]=[CH:23][CH:22]=1.